Dataset: Reaction yield outcomes from USPTO patents with 853,638 reactions. Task: Predict the reaction yield, written as a fraction of the theoretical maximum amount of product (1.0 means a 100% yield; for example, 0.34 means a 34% yield). (1) The reactants are Cl.[CH2:2]([O:4][C:5](=[O:9])[CH2:6][CH2:7][NH2:8])[CH3:3].CCN(CC)CC.[CH2:17]([O:24][C:25]1[CH:32]=[CH:31][C:28]([CH:29]=O)=[CH:27][CH:26]=1)[C:18]1[CH:23]=[CH:22][CH:21]=[CH:20][CH:19]=1.[O-]S([O-])(=O)=O.[Mg+2]. The catalyst is C(Cl)Cl. The product is [CH2:2]([O:4][C:5](=[O:9])[CH2:6][CH2:7][N:8]=[CH:29][C:28]1[CH:31]=[CH:32][C:25]([O:24][CH2:17][C:18]2[CH:23]=[CH:22][CH:21]=[CH:20][CH:19]=2)=[CH:26][CH:27]=1)[CH3:3]. The yield is 0.890. (2) The reactants are [C:1]([C:5]1[CH:6]=[C:7]([NH:17][C:18](=[O:40])[C:19]([C:21]2[C:30]3[C:25](=[CH:26][CH:27]=[CH:28][CH:29]=3)[C:24]([O:31][CH2:32][CH2:33][N:34]3[CH2:39][CH2:38][O:37][CH2:36][CH2:35]3)=[CH:23][CH:22]=2)=O)[N:8]([C:10]2[CH:15]=[CH:14][C:13]([CH3:16])=[CH:12][CH:11]=2)[N:9]=1)([CH3:4])([CH3:3])[CH3:2].Cl.[CH3:42][O:43][NH2:44].N1C=CC=CC=1. The catalyst is CCO. The product is [C:1]([C:5]1[CH:6]=[C:7]([NH:17][C:18](=[O:40])[C:19](=[N:44][O:43][CH3:42])[C:21]2[C:30]3[C:25](=[CH:26][CH:27]=[CH:28][CH:29]=3)[C:24]([O:31][CH2:32][CH2:33][N:34]3[CH2:39][CH2:38][O:37][CH2:36][CH2:35]3)=[CH:23][CH:22]=2)[N:8]([C:10]2[CH:11]=[CH:12][C:13]([CH3:16])=[CH:14][CH:15]=2)[N:9]=1)([CH3:4])([CH3:3])[CH3:2]. The yield is 0.760.